This data is from Peptide-MHC class I binding affinity with 185,985 pairs from IEDB/IMGT. The task is: Regression. Given a peptide amino acid sequence and an MHC pseudo amino acid sequence, predict their binding affinity value. This is MHC class I binding data. The peptide sequence is LTLDIFYLF. The MHC is Mamu-A11 with pseudo-sequence Mamu-A11. The binding affinity (normalized) is 0.117.